Dataset: Catalyst prediction with 721,799 reactions and 888 catalyst types from USPTO. Task: Predict which catalyst facilitates the given reaction. Reactant: C([O:3][C:4]([C:6]1[N:10]2[CH2:11][CH2:12][N:13]([C:15](=[O:17])[CH3:16])[CH2:14][C:9]2=[N:8][CH:7]=1)=[O:5])C.[OH-].[Na+].Cl. Product: [C:15]([N:13]1[CH2:12][CH2:11][N:10]2[C:6]([C:4]([OH:5])=[O:3])=[CH:7][N:8]=[C:9]2[CH2:14]1)(=[O:17])[CH3:16]. The catalyst class is: 8.